From a dataset of Aqueous solubility values for 9,982 compounds from the AqSolDB database. Regression/Classification. Given a drug SMILES string, predict its absorption, distribution, metabolism, or excretion properties. Task type varies by dataset: regression for continuous measurements (e.g., permeability, clearance, half-life) or binary classification for categorical outcomes (e.g., BBB penetration, CYP inhibition). For this dataset (solubility_aqsoldb), we predict Y. (1) The Y is -2.79 log mol/L. The drug is Cc1cc(C)c([PH](=O)O)c(C)c1. (2) The molecule is CCCCCCCCCCCCCCCCC(=O)O. The Y is -4.69 log mol/L.